This data is from Forward reaction prediction with 1.9M reactions from USPTO patents (1976-2016). The task is: Predict the product of the given reaction. Given the reactants [NH2:1][C:2]1[N:10]=[CH:9][CH:8]=[CH:7][C:3]=1[C:4]([OH:6])=O.ON1C2C=CC=CC=2N=N1.CCN=C=NCCCN(C)C.[CH:32]1[C:41]2[C:36](=[CH:37][CH:38]=[CH:39][CH:40]=2)[CH:35]=[CH:34][C:33]=1[O:42][C:43]1[CH:50]=[CH:49][C:46]([CH2:47][NH2:48])=[CH:45][CH:44]=1.C(=O)(O)[O-].[Na+], predict the reaction product. The product is: [CH:32]1[C:41]2[C:36](=[CH:37][CH:38]=[CH:39][CH:40]=2)[CH:35]=[CH:34][C:33]=1[O:42][C:43]1[CH:50]=[CH:49][C:46]([CH2:47][NH:48][C:4](=[O:6])[C:3]2[CH:7]=[CH:8][CH:9]=[N:10][C:2]=2[NH2:1])=[CH:45][CH:44]=1.